From a dataset of Full USPTO retrosynthesis dataset with 1.9M reactions from patents (1976-2016). Predict the reactants needed to synthesize the given product. (1) The reactants are: [CH3:1][CH:2]([NH2:9])[C:3]1[CH:8]=[CH:7][CH:6]=[CH:5][CH:4]=1.C(N(CC)CC)C.C[Si](Cl)(C)C.Cl.C(N(CC)CC)C.C([Li])CCC.[CH3:35][O:36][C:37](=[O:49])[CH:38]=[CH:39][C:40]1[O:41][C:42]2[CH:48]=[CH:47][CH:46]=[CH:45][C:43]=2[CH:44]=1. Given the product [CH3:35][O:36][C:37](=[O:49])[CH2:38][CH:39]([NH:9][CH:2]([CH3:1])[C:3]1[CH:8]=[CH:7][CH:6]=[CH:5][CH:4]=1)[C:40]1[O:41][C:42]2[CH:48]=[CH:47][CH:46]=[CH:45][C:43]=2[CH:44]=1, predict the reactants needed to synthesize it. (2) Given the product [N:19]1([CH2:18][C:15]2[CH:14]=[CH:13][C:12]([NH2:10])=[CH:17][CH:16]=2)[CH2:23][CH2:22][CH2:21][CH2:20]1, predict the reactants needed to synthesize it. The reactants are: ClC1C(F)=C(F)C=C2C=1[N:10]([C:12]1[CH:17]=[CH:16][C:15]([CH2:18][N:19]3[CH2:23][CH2:22][CH2:21][CH2:20]3)=[CH:14][CH:13]=1)C=C(C(OCC)=O)C2=O.FC1C=C(CN2CCCC2)C=CC=1N. (3) Given the product [NH2:1][C:2]1[C:7]([C:8]([O:10][CH3:11])=[O:9])=[C:6]([O:15][CH3:14])[CH:5]=[C:4]([O:18][CH3:17])[N:3]=1, predict the reactants needed to synthesize it. The reactants are: [NH2:1][C:2]1[C:7]([C:8]([O:10][CH3:11])=[O:9])=[C:6](Cl)[CH:5]=[C:4](Cl)[N:3]=1.[CH3:14][O-:15].[Na+].[CH3:17][OH:18]. (4) Given the product [O:21]=[C:18]1[CH:17]=[CH:16][C:15]2[CH2:14][CH2:13][C:12](=[O:22])[N:11]3[CH2:10][C@@H:9]([CH2:8][N:5]4[CH2:4][CH2:3][C:2]([NH:1][C:33](=[O:34])[C:32]([F:43])([F:42])[F:31])([CH3:23])[CH2:7][CH2:6]4)[N:19]1[C:20]=23, predict the reactants needed to synthesize it. The reactants are: [NH2:1][C:2]1([CH3:23])[CH2:7][CH2:6][N:5]([CH2:8][C@H:9]2[N:19]3[C:20]4[N:11]([C:12](=[O:22])[CH2:13][CH2:14][C:15]=4[CH:16]=[CH:17][C:18]3=[O:21])[CH2:10]2)[CH2:4][CH2:3]1.C(N(CC)CC)C.[F:31][C:32]([F:43])([F:42])[C:33](O[C:33](=[O:34])[C:32]([F:43])([F:42])[F:31])=[O:34].C(=O)(O)[O-].[Na+]. (5) Given the product [CH:10]1[C:11]2[N:12]([C:14]3[CH:19]=[CH:18][C:17]([C:20]4[CH:21]=[C:22]5[C:27](=[CH:28][CH:29]=4)[CH:26]=[C:25]([O:30][C:48](=[O:49])[C:47]([CH3:51])=[CH2:46])[CH:24]=[CH:23]5)=[CH:16][CH:15]=3)[C:13]3[C:5](=[CH:4][CH:3]=[CH:2][CH:1]=3)[C:6]=2[CH:7]=[CH:8][CH:9]=1, predict the reactants needed to synthesize it. The reactants are: [CH:1]1[C:13]2[N:12]([C:14]3[CH:19]=[CH:18][C:17]([C:20]4[CH:21]=[C:22]5[C:27](=[CH:28][CH:29]=4)[CH:26]=[C:25]([OH:30])[CH:24]=[CH:23]5)=[CH:16][CH:15]=3)[C:11]3[C:6](=[CH:7][CH:8]=[CH:9][CH:10]=3)[C:5]=2[CH:4]=[CH:3][CH:2]=1.C1CCC(N=C=NC2CCCCC2)CC1.[CH3:46][C:47](=[CH2:51])[C:48](O)=[O:49].CCOCC. (6) Given the product [Br:19][CH2:20][C:21]([NH:1][C:2]1[CH:3]=[CH:4][CH:5]=[C:6]2[C:11]=1[N:10]=[CH:9][CH:8]=[CH:7]2)=[O:22], predict the reactants needed to synthesize it. The reactants are: [NH2:1][C:2]1[CH:3]=[CH:4][CH:5]=[C:6]2[C:11]=1[N:10]=[CH:9][CH:8]=[CH:7]2.C(N(CC)CC)C.[Br:19][CH2:20][C:21](Br)=[O:22]. (7) Given the product [CH3:1][C:2]1[CH:14]=[C:13]([S:15][CH2:16][C:17]2[S:21][C:20]([C:22]3[CH:27]=[CH:26][C:25]([C:28]([F:31])([F:29])[F:30])=[C:24]([F:32])[CH:23]=3)=[N:19][C:18]=2[CH3:33])[CH:12]=[CH:11][C:3]=1[O:4][CH2:5][C:6]([OH:8])=[O:7], predict the reactants needed to synthesize it. The reactants are: [CH3:1][C:2]1[CH:14]=[C:13]([S:15][CH2:16][C:17]2[S:21][C:20]([C:22]3[CH:27]=[CH:26][C:25]([C:28]([F:31])([F:30])[F:29])=[C:24]([F:32])[CH:23]=3)=[N:19][C:18]=2[CH3:33])[CH:12]=[CH:11][C:3]=1[O:4][CH2:5][C:6]([O:8]CC)=[O:7].[Li+].[OH-].O.Cl. (8) The reactants are: C(NC1CCCCC1)(C)C.C([Li])CCC.[CH2:16]([O:18][C:19](=[O:31])[CH2:20][C:21]1[CH:26]=[C:25]([O:27][CH3:28])[CH:24]=[CH:23][C:22]=1[O:29][CH3:30])[CH3:17].[Cl:32][C:33]1[N:38]=[C:37]([Cl:39])[C:36]([CH2:40]I)=[CH:35][N:34]=1. Given the product [CH2:16]([O:18][C:19](=[O:31])[CH:20]([C:21]1[CH:26]=[C:25]([O:27][CH3:28])[CH:24]=[CH:23][C:22]=1[O:29][CH3:30])[CH2:40][C:36]1[C:37]([Cl:39])=[N:38][C:33]([Cl:32])=[N:34][CH:35]=1)[CH3:17], predict the reactants needed to synthesize it. (9) Given the product [Br:1][C:2]1[CH:3]=[CH:4][C:5]([O:13][CH3:14])=[C:6]([C@@H:8]([CH3:12])[C:9]([OH:11])=[O:10])[CH:7]=1, predict the reactants needed to synthesize it. The reactants are: [Br:1][C:2]1[CH:3]=[CH:4][C:5]([O:13][CH3:14])=[C:6]([C@H:8]([CH3:12])[C:9]([OH:11])=[O:10])[CH:7]=1.C([C@@H]1COC(=O)N1C(=O)[C@@H](C1C=C(Br)C=CC=1OC)C)C1C=CC=CC=1. (10) Given the product [C:23]([N:1]1[CH2:2][CH2:3][CH:4]([NH:7][C:8](=[O:16])[C:9]2[CH:14]=[CH:13][C:12]([F:15])=[CH:11][CH:10]=2)[CH2:5][CH2:6]1)(=[O:30])[C:24]1[CH:29]=[CH:28][CH:27]=[CH:26][CH:25]=1, predict the reactants needed to synthesize it. The reactants are: [NH:1]1[CH2:6][CH2:5][CH:4]([NH:7][C:8](=[O:16])[C:9]2[CH:14]=[CH:13][C:12]([F:15])=[CH:11][CH:10]=2)[CH2:3][CH2:2]1.N1C=CC=CC=1.[C:23](Cl)(=[O:30])[C:24]1[CH:29]=[CH:28][CH:27]=[CH:26][CH:25]=1.O.